Dataset: Forward reaction prediction with 1.9M reactions from USPTO patents (1976-2016). Task: Predict the product of the given reaction. (1) Given the reactants [NH2:1][C:2]1[CH:10]=[CH:9][C:8]([CH:11]([CH3:13])[CH3:12])=[CH:7][C:3]=1[C:4]([OH:6])=[O:5].Cl[C:15](OCC)=[O:16].C(Cl)(=O)C, predict the reaction product. The product is: [CH:11]([C:8]1[CH:9]=[CH:10][C:2]2[NH:1][C:15](=[O:16])[O:5][C:4](=[O:6])[C:3]=2[CH:7]=1)([CH3:13])[CH3:12]. (2) Given the reactants [CH3:1][O:2][C:3](=[O:15])[C:4]1[CH:13]=[C:12]([OH:14])[CH:11]=[C:6]([C:7]([O:9][CH3:10])=[O:8])[CH:5]=1.Br[CH2:17][CH2:18][CH2:19][CH2:20][CH2:21][CH2:22][CH2:23][CH2:24][CH2:25][CH2:26][CH2:27][CH2:28][CH2:29][CH3:30].C([O-])([O-])=O.[K+].[K+], predict the reaction product. The product is: [CH3:10][O:9][C:7](=[O:8])[C:6]1[CH:11]=[C:12]([O:14][CH2:30][CH2:29][CH2:28][CH2:27][CH2:26][CH2:25][CH2:24][CH2:23][CH2:22][CH2:21][CH2:20][CH2:19][CH2:18][CH3:17])[CH:13]=[C:4]([C:3]([O:2][CH3:1])=[O:15])[CH:5]=1. (3) Given the reactants [NH2:1][CH2:2][CH2:3][CH2:4][N:5]([CH3:18])[S:6]([C:9]1[CH:14]=[CH:13][CH:12]=[CH:11][C:10]=1[N+:15]([O-:17])=[O:16])(=[O:8])=[O:7].[S:19]1[C:23]2[CH:24]=[CH:25][CH:26]=[CH:27][C:22]=2[CH:21]=[C:20]1[C:28]([NH:30][C@H:31]([C:36](O)=[O:37])[CH2:32][CH:33]([CH3:35])[CH3:34])=[O:29].CN1CCOCC1.CCN=C=NCCCN(C)C.Cl, predict the reaction product. The product is: [CH3:34][CH:33]([CH3:35])[CH2:32][C@H:31]([NH:30][C:28]([C:20]1[S:19][C:23]2[CH:24]=[CH:25][CH:26]=[CH:27][C:22]=2[CH:21]=1)=[O:29])[C:36]([NH:1][CH2:2][CH2:3][CH2:4][N:5]([CH3:18])[S:6]([C:9]1[CH:14]=[CH:13][CH:12]=[CH:11][C:10]=1[N+:15]([O-:17])=[O:16])(=[O:7])=[O:8])=[O:37]. (4) Given the reactants Br[C:2]1[S:3][CH:4]=[C:5]([C:7]([N:9]2[CH:14]([CH3:15])[CH2:13][CH2:12][CH2:11][CH:10]2[CH3:16])=[O:8])[N:6]=1.[CH3:17][C:18]1[CH:23]=[CH:22][CH:21]=[CH:20][C:19]=1B(O)O.C(=O)([O-])[O-].[K+].[K+], predict the reaction product. The product is: [CH3:16][CH:10]1[CH2:11][CH2:12][CH2:13][CH:14]([CH3:15])[N:9]1[C:7]([C:5]1[N:6]=[C:2]([C:19]2[CH:20]=[CH:21][CH:22]=[CH:23][C:18]=2[CH3:17])[S:3][CH:4]=1)=[O:8].